Regression/Classification. Given a drug SMILES string, predict its absorption, distribution, metabolism, or excretion properties. Task type varies by dataset: regression for continuous measurements (e.g., permeability, clearance, half-life) or binary classification for categorical outcomes (e.g., BBB penetration, CYP inhibition). Dataset: cyp1a2_veith. From a dataset of CYP1A2 inhibition data for predicting drug metabolism from PubChem BioAssay. (1) The result is 1 (inhibitor). The compound is COn1c(-c2ccccc2)nc2c1CCc1nonc1-2. (2) The compound is c1csc(CNc2ncncc2-c2ccoc2)c1. The result is 1 (inhibitor). (3) The molecule is O=C(O/N=C\c1ccc(N2CCCCC2)c([N+](=O)[O-])c1)c1c(F)cccc1F. The result is 1 (inhibitor). (4) The molecule is NC(=S)Nc1cccc2cccnc12. The result is 1 (inhibitor). (5) The compound is O=C(CCN1CCOCC1)Nc1ccc(F)cc1F. The result is 0 (non-inhibitor). (6) The drug is COc1ccc(-c2nn(-c3ccccc3)cc2/C=N/NC(=O)c2ccc3c(c2)OCO3)cc1. The result is 0 (non-inhibitor). (7) The compound is C/C(CCC(=O)OC[C@@H]1O[C@H](C#Cc2ccccc2)C=C[C@@H]1Oc1ccc(C)cc1)=N/OC[C@@H](O)COCc1ccco1. The result is 0 (non-inhibitor).